From a dataset of Forward reaction prediction with 1.9M reactions from USPTO patents (1976-2016). Predict the product of the given reaction. (1) The product is: [CH3:20][C:6]1[N:7]=[C:8]([C:10]2[CH:11]=[CH:12][C:13]([C:16]([F:19])([F:17])[F:18])=[CH:14][CH:15]=2)[O:9][C:5]=1[CH2:3][OH:2]. Given the reactants C[O:2][C:3]([C:5]1[O:9][C:8]([C:10]2[CH:15]=[CH:14][C:13]([C:16]([F:19])([F:18])[F:17])=[CH:12][CH:11]=2)=[N:7][C:6]=1[CH3:20])=O.[Li+].[BH4-], predict the reaction product. (2) Given the reactants Br[C:2]1[CH:3]=[C:4]([C:8]([CH3:15])([CH3:14])C(OCC)=O)[CH:5]=[CH:6][CH:7]=1.BrC1C=CC(C(C)(C)C(OCC)=O)=CC=1.O[C:32]1[CH:33]=[C:34]([CH:38]=[CH:39]C=1)[C:35]([OH:37])=O.[OH:41][C:42]1[CH:50]=[CH:49][C:45]([C:46]([OH:48])=O)=[CH:44][CH:43]=1.[NH:51]1[CH2:56][CH2:55]OCC1.[F:57][C:58]1([F:64])[CH2:63][CH2:62][NH:61][CH2:60][CH2:59]1.FC1(F)CC[N:69]([C:72](C2C=CC(OC3C=CC(C(C)(C)C(O)=O)=CC=3)=CC=2)=[O:73])CC1, predict the reaction product. The product is: [F:57][C:58]1([F:64])[CH2:63][CH2:62][N:61]([C:46]([C:45]2[CH:44]=[CH:43][C:42]([O:41][C:7]3[CH:2]=[CH:3][C:4]([C:8]([NH:69][C:72](=[O:73])[O:37][CH:35]4[CH:34]5[CH2:33][CH2:32][N:51]([CH2:39][CH2:38]5)[CH2:56][CH2:55]4)([CH3:14])[CH3:15])=[CH:5][CH:6]=3)=[CH:50][CH:49]=2)=[O:48])[CH2:60][CH2:59]1. (3) Given the reactants [F:1][C:2]1[CH:3]=[C:4]([CH:10]=[O:11])[C:5]([O:8]C)=[N:6][CH:7]=1.Cl.N1C=CC=CC=1.O, predict the reaction product. The product is: [F:1][C:2]1[CH:3]=[C:4]([CH:10]=[O:11])[C:5](=[O:8])[NH:6][CH:7]=1. (4) Given the reactants [C:1]([O:7][CH2:8][N:9]1[C:13]2[N:14]=[CH:15][N:16]=[C:17]([C:18]3[CH:19]=[N:20][N:21](/[C:23](/[CH:28]4[CH2:32][CH2:31][CH2:30][CH2:29]4)=[CH:24]\[C:25]([NH2:27])=[O:26])[CH:22]=3)[C:12]=2[CH:11]=[CH:10]1)(=[O:6])[C:2]([CH3:5])([CH3:4])[CH3:3].O=O.[H][H], predict the reaction product. The product is: [C:1]([O:7][CH2:8][N:9]1[C:13]2[N:14]=[CH:15][N:16]=[C:17]([C:18]3[CH:19]=[N:20][N:21]([CH:23]([CH:28]4[CH2:32][CH2:31][CH2:30][CH2:29]4)[CH2:24][C:25]([NH2:27])=[O:26])[CH:22]=3)[C:12]=2[CH:11]=[CH:10]1)(=[O:6])[C:2]([CH3:4])([CH3:5])[CH3:3]. (5) Given the reactants [N+:1]([C:4]1[CH:5]=[C:6]([CH:12]=[CH:13][CH:14]=1)[O:7][CH2:8][C:9]([OH:11])=O)([O-:3])=[O:2].[Ar].O=S(Cl)Cl.[C:20]([N:27]1[CH2:32][CH2:31][NH:30][CH2:29][CH2:28]1)([O:22][C:23]([CH3:26])([CH3:25])[CH3:24])=[O:21].C(=O)([O-])[O-].[Na+].[Na+], predict the reaction product. The product is: [C:23]([O:22][C:20]([N:27]1[CH2:32][CH2:31][N:30]([C:9](=[O:11])[CH2:8][O:7][C:6]2[CH:12]=[CH:13][CH:14]=[C:4]([N+:1]([O-:3])=[O:2])[CH:5]=2)[CH2:29][CH2:28]1)=[O:21])([CH3:26])([CH3:24])[CH3:25]. (6) Given the reactants C([N-]C(C)C)(C)C.[Li+].[I:9][CH2:10][CH2:11][OH:12].[CH:13]([O:15][CH2:16][CH3:17])=[CH2:14], predict the reaction product. The product is: [CH2:13]([O:15][CH:16]([O:12][CH2:11][CH2:10][I:9])[CH3:17])[CH3:14]. (7) Given the reactants C([O:8][C:9]1[CH:10]=[C:11]([NH:20][C:21]2[N:26]=[C:25]([NH:27][C:28]3[CH:29]=[C:30]([NH:34][C:35](=[O:41])[O:36][C:37]([CH3:40])([CH3:39])[CH3:38])[CH:31]=[CH:32][CH:33]=3)[C:24]([F:42])=[CH:23][N:22]=2)[CH:12]=[CH:13][C:14]=1[O:15][CH2:16][CH2:17][O:18][CH3:19])C1C=CC=CC=1, predict the reaction product. The product is: [F:42][C:24]1[C:25]([NH:27][C:28]2[CH:29]=[C:30]([NH:34][C:35](=[O:41])[O:36][C:37]([CH3:39])([CH3:38])[CH3:40])[CH:31]=[CH:32][CH:33]=2)=[N:26][C:21]([NH:20][C:11]2[CH:12]=[CH:13][C:14]([O:15][CH2:16][CH2:17][O:18][CH3:19])=[C:9]([OH:8])[CH:10]=2)=[N:22][CH:23]=1.